From a dataset of TCR-epitope binding with 47,182 pairs between 192 epitopes and 23,139 TCRs. Binary Classification. Given a T-cell receptor sequence (or CDR3 region) and an epitope sequence, predict whether binding occurs between them. The epitope is AIMTRCLAV. The TCR CDR3 sequence is CSVFEGNGNTIYF. Result: 0 (the TCR does not bind to the epitope).